Dataset: Peptide-MHC class II binding affinity with 134,281 pairs from IEDB. Task: Regression. Given a peptide amino acid sequence and an MHC pseudo amino acid sequence, predict their binding affinity value. This is MHC class II binding data. (1) The peptide sequence is DKWLDAKSTWYGKPT. The MHC is DRB3_0101 with pseudo-sequence DRB3_0101. The binding affinity (normalized) is 0.0783. (2) The peptide sequence is ENPVVHYFKNIVTPR. The MHC is DRB1_1501 with pseudo-sequence DRB1_1501. The binding affinity (normalized) is 0.931. (3) The peptide sequence is TIIKALGALDSPREI. The MHC is H-2-IAb with pseudo-sequence H-2-IAb. The binding affinity (normalized) is 0.286. (4) The peptide sequence is ENPVVHFFKNIVTPR. The MHC is DRB1_0301 with pseudo-sequence DRB1_0301. The binding affinity (normalized) is 0.226. (5) The peptide sequence is LDGNLLSSNDLAKYK. The MHC is HLA-DPA10103-DPB10301 with pseudo-sequence HLA-DPA10103-DPB10301. The binding affinity (normalized) is 0.0406. (6) The peptide sequence is KDVTFRNITGTSSTP. The MHC is DRB1_0301 with pseudo-sequence DRB1_0301. The binding affinity (normalized) is 0.0968. (7) The MHC is DRB1_0101 with pseudo-sequence DRB1_0101. The binding affinity (normalized) is 0.578. The peptide sequence is NRNNTFKPFAEYKSDYVYQPFPK.